This data is from Experimentally validated miRNA-target interactions with 360,000+ pairs, plus equal number of negative samples. The task is: Binary Classification. Given a miRNA mature sequence and a target amino acid sequence, predict their likelihood of interaction. (1) The miRNA is hsa-miR-138-2-3p with sequence GCUAUUUCACGACACCAGGGUU. Result: 0 (no interaction). The protein sequence of the target gene is MEQRPRGCAAVAAALLLVLLGARAQGGTRSPRCDCAGDFHKKIGLFCCRGCPAGHYLKAPCTEPCGNSTCLVCPQDTFLAWENHHNSECARCQACDEQASQVALENCSAVADTRCGCKPGWFVECQVSQCVSSSPFYCQPCLDCGALHRHTRLLCSRRDTDCGTCLPGFYEHGDGCVSCPTSTLGSCPERCAAVCGWRQMFWVQVLLAGLVVPLLLGATLTYTYRHCWPHKPLVTADEAGMEALTPPPATHLSPLDSAHTLLAPPDSSEKICTVQLVGNSWTPGYPETQEALCPQVTWSW.... (2) The miRNA is hsa-miR-203a-3p with sequence GUGAAAUGUUUAGGACCACUAG. The protein sequence of the target gene is MASFPETDFQICLLCKEMCGSPAPLSSNSSASSSSSQTSTSSGGGGGGPGAAARRLHVLPCLHAFCRPCLEAHRLPAAGGGAAGEPLKLRCPVCDQKVVLAEAAGMDALPSSAFLLSNLLDAVVATADEPPPKNGRAGAPAGAGGHSNHRHHAHHAHPRASASAPPLPQAPQPPAPSRSAPGGPAASPSALLLRRPHGCSSCDEGNAASSRCLDCQEHLCDNCVRAHQRVRLTKDHYIERGPPGPGAAAAAQQLGLGPPFPGPPFSILSVFPERLGFCQHHDDEVLHLYCDTCSVPICRE.... Result: 1 (interaction). (3) The miRNA is mmu-let-7e-5p with sequence UGAGGUAGGAGGUUGUAUAGUU. The protein sequence of the target gene is MALIRDRKSHHSEMSKCHNYDLKPAKWDTSQEQQKQRLALTTSQPGENGIIRGRYPIEKLKISPMFVVRVLAIALAIRFTLNTLMWLAIFKETFQPVLCNKEVPVSSREGYCGPCPNNWICHRNNCYQFFNEEKTWNQSQASCLSQNSSLLKIYSKEEQDFLKLVKSYHWMGLVQIPANGSWQWEDGSSLSYNQLTLVEIPKGSCAVYGSSFKAYTEDCANLNTYICMKRAV. Result: 0 (no interaction). (4) The miRNA is hsa-miR-1291 with sequence UGGCCCUGACUGAAGACCAGCAGU. The protein sequence of the target gene is MGCGTSKVLPEPPKDVQLDLVKKVEPFSGTKNDVYKHFITEVDSVGPLKAGFPATSQYAPPCPGVPNTGHTAPPSEPPRRARVAKYRAKFDPRVTAKYDIKALIGRGSFSRVVRVEHRATRQPYAIKMIETKYREGREVCESELRVLRRVRHANIIQLVEVFETQERVYMVMELATGGELFDRIIAKGSFTERDATRVLQMVLDGVRYLHALGITHRDLKPENLLYYHPGTDSKIIITDFGLASARKKGDDCLMKTTCGTPEYIAPEVLVRKPYTNSVDMWALGVIAYILLSGTMPFEDD.... Result: 0 (no interaction). (5) The miRNA is hsa-miR-484 with sequence UCAGGCUCAGUCCCCUCCCGAU. The protein sequence of the target gene is MGDTSEDASIHRLEGTDLDCQVGGLICKSKSAASEQHVFKAPAPRPSLLGLDLLASLKRREREEKDDGEDKKKSKVSSYKDWEESKDDQKDAEEEGGDQAGQNIRKDRHYRSARVETPSHPGGVSEEFWERSRQRERERREHGVYASSKEEKDWKKEKSRDRDYDRKRDRDERDRSRHSSRSERDGGSERSSRRNEPESPRHRPKDAATPSRSTWEEEDSGYGSSRRSQWESPSPTPSYRDSERSHRLSTRDRDRSVRGKYSDDTPLPTPSYKYNEWADDRRHLGSTPRLSRGRGRREEG.... Result: 1 (interaction). (6) The miRNA is hsa-miR-4458 with sequence AGAGGUAGGUGUGGAAGAA. The protein sequence of the target gene is MENYNQTSTDFILLGLFPQSRIGLFVFTLIFLIFLMALIGNLSMILLIFLDIHLHTPMYFLLSQLSLIDLNYISTIVPKMVYDFLYGNKSISFTGCGIQSFFFLTLAVAEGLLLTSMAYDRYVAICFPLHYPIRISKRVCVMMITGSWMISSINSCAHTVYALCIPYCKSRAINHFFCDVPAMLTLACTDTWVYESTVFLSSTIFLVLPFTGIACSYGRVLLAVYRMHSAEGRKKAYSTCSTHLTVVSFYYAPFAYTYVRPRSLRSPTEDKILAVFYTILTPMLNPIIYSLRNKEVMGAL.... Result: 0 (no interaction).